Dataset: Reaction yield outcomes from USPTO patents with 853,638 reactions. Task: Predict the reaction yield, written as a fraction of the theoretical maximum amount of product (1.0 means a 100% yield; for example, 0.34 means a 34% yield). (1) The catalyst is C(Cl)Cl. The reactants are [C:1]([C:3]1[CH:4]=[C:5]2[C:10](=[CH:11][CH:12]=1)[NH:9][CH2:8][C@@H:7]([NH:13][S:14]([C:17]1[CH:22]=[CH:21][CH:20]=[CH:19][CH:18]=1)(=[O:16])=[O:15])[CH2:6]2)#[N:2].[S:23]1[C:27]([CH:28]=O)=[CH:26][N:25]=[CH:24]1.C(O)(C(F)(F)F)=O.[SiH](CC)(CC)CC. The product is [C:1]([C:3]1[CH:4]=[C:5]2[C:10](=[CH:11][CH:12]=1)[N:9]([CH2:28][C:27]1[S:23][CH:24]=[N:25][CH:26]=1)[CH2:8][C@@H:7]([NH:13][S:14]([C:17]1[CH:22]=[CH:21][CH:20]=[CH:19][CH:18]=1)(=[O:16])=[O:15])[CH2:6]2)#[N:2]. The yield is 0.570. (2) The reactants are C([O-])([O-])=O.[K+].[K+].Cl[C:8]([O:10][CH2:11][C:12]1[CH:17]=[CH:16][CH:15]=[CH:14][CH:13]=1)=[O:9].[N:18]1([C:30]([O:32][C:33]([CH3:36])([CH3:35])[CH3:34])=[O:31])[CH:22]([C:23]([O:25][C:26]([CH3:29])([CH3:28])[CH3:27])=[O:24])[CH2:21][CH2:20][NH:19]1. The catalyst is C(#N)C. The product is [N:19]1([C:8]([O:10][CH2:11][C:12]2[CH:17]=[CH:16][CH:15]=[CH:14][CH:13]=2)=[O:9])[CH2:20][CH2:21][CH:22]([C:23]([O:25][C:26]([CH3:28])([CH3:29])[CH3:27])=[O:24])[N:18]1[C:30]([O:32][C:33]([CH3:36])([CH3:35])[CH3:34])=[O:31]. The yield is 0.740. (3) The reactants are [Li]CCCC.Br[C:7]1[CH:8]=[CH:9][CH:10]=[C:11]2[C:16]=1[N:15]=[CH:14][CH:13]=[CH:12]2.[CH3:17][C:18]1[C:19](=O)[CH2:20][CH2:21][C:22]=1[CH3:23].Cl.N. The catalyst is C1COCC1. The product is [N:15]1[C:16]2[C:11](=[CH:10][CH:9]=[CH:8][C:7]=2[C:19]2[CH2:20][CH:21]=[C:22]([CH3:23])[C:18]=2[CH3:17])[CH:12]=[CH:13][CH:14]=1. The yield is 0.400. (4) The reactants are [C:1]1([CH3:19])[CH:6]=[CH:5][CH:4]=[C:3]([C:7]2[N:14]=[C:13]([C:15]([F:18])([F:17])[F:16])[CH:12]=[CH:11][C:8]=2[C:9]#[N:10])[CH:2]=1. The catalyst is N. The product is [C:1]1([CH3:19])[CH:6]=[CH:5][CH:4]=[C:3]([C:7]2[C:8]([CH2:9][NH2:10])=[CH:11][CH:12]=[C:13]([C:15]([F:17])([F:16])[F:18])[N:14]=2)[CH:2]=1. The yield is 0.940. (5) The reactants are [C:1]([O:7][C:8]([CH3:11])([CH3:10])[CH3:9])(=[O:6])[CH2:2][C:3]([CH3:5])=O.[Br:12][C:13]1[CH:20]=[CH:19][CH:18]=[CH:17][C:14]=1[CH:15]=O.[NH4+:21].[OH-:22]. The catalyst is CCO. The product is [Br:12][C:13]1[CH:20]=[CH:19][CH:18]=[CH:17][C:14]=1[CH:15]1[C:2]([C:1]([O:7][C:8]([CH3:11])([CH3:10])[CH3:9])=[O:6])=[C:3]([CH3:5])[NH:21][C:3]([CH3:5])=[C:2]1[C:1]([O:7][C:8]([CH3:11])([CH3:10])[CH3:9])=[O:22]. The yield is 0.280. (6) The reactants are C([O:3][C:4](=[O:33])[CH:5]([C:26]1[CH:27]=[C:28]([CH3:32])[CH:29]=[CH:30][CH:31]=1)[CH2:6][C:7]1[CH:11]=[C:10]([C:12]2[CH:17]=[CH:16][C:15]([Br:18])=[CH:14][CH:13]=2)[N:9]([C:19]2[CH:24]=[CH:23][C:22]([CH3:25])=[CH:21][CH:20]=2)[N:8]=1)C.C(OC(=O)C(C1C=C(C)C=CC=1)CC#CC(C1C=CC(Br)=CC=1)=O)C.NN.C([O-])([O-])=O.[Cs+].[Cs+]. The catalyst is C1COCC1.C(OCC)(=O)C. The product is [Br:18][C:15]1[CH:16]=[CH:17][C:12]([C:10]2[N:9]([C:19]3[CH:20]=[CH:21][C:22]([CH3:25])=[CH:23][CH:24]=3)[N:8]=[C:7]([CH2:6][CH:5]([C:26]3[CH:27]=[C:28]([CH3:32])[CH:29]=[CH:30][CH:31]=3)[C:4]([OH:33])=[O:3])[CH:11]=2)=[CH:13][CH:14]=1. The yield is 0.580. (7) The reactants are [N:1]1([CH:6]2[CH2:15][CH2:14][C:13]([CH3:17])([CH3:16])[C:12]3[CH:11]=[C:10]([C:18]#[C:19][C:20]4[CH:28]=[CH:27][C:23](C([O-])=O)=[CH:22][CH:21]=4)[CH:9]=[CH:8][C:7]2=3)[CH:5]=[CH:4][N:3]=[CH:2]1.[OH-:29].[Na+].[CH2:31]([OH:33])[CH3:32]. The catalyst is O1CCCC1. The product is [N:1]1([CH:6]2[CH2:15][CH2:14][C:13]([CH3:16])([CH3:17])[C:12]3[CH:11]=[C:10]([C:18]#[C:19][C:20]4[CH:28]=[CH:27][C:23]([CH2:32][C:31]([OH:29])=[O:33])=[CH:22][CH:21]=4)[CH:9]=[CH:8][C:7]2=3)[CH:5]=[CH:4][N:3]=[CH:2]1. The yield is 0.870.